This data is from Reaction yield outcomes from USPTO patents with 853,638 reactions. The task is: Predict the reaction yield, written as a fraction of the theoretical maximum amount of product (1.0 means a 100% yield; for example, 0.34 means a 34% yield). (1) The reactants are [CH2:1]([O:3][C:4]([C:6]1[NH:7][C:8]2[C:13]([CH:14]=1)=[CH:12][C:11]([CH2:15][CH2:16][C:17]([OH:19])=O)=[CH:10][CH:9]=2)=[O:5])[CH3:2].C(N1C=CN=C1)(N1C=CN=C1)=O.[NH:32]1[CH2:36][CH2:35][CH2:34][CH2:33]1. The catalyst is CN(C)C=O.ClCCl. The product is [CH2:1]([O:3][C:4]([C:6]1[NH:7][C:8]2[C:13]([CH:14]=1)=[CH:12][C:11]([CH2:15][CH2:16][C:17](=[O:19])[N:32]1[CH2:36][CH2:35][CH2:34][CH2:33]1)=[CH:10][CH:9]=2)=[O:5])[CH3:2]. The yield is 0.950. (2) The reactants are C[N:2](/[CH:4]=[C:5]1/[CH:6]([C:13]2[CH:20]=[CH:19][C:16]([C:17]#[N:18])=[CH:15][CH:14]=2)[CH2:7][C:8]([CH3:12])([CH3:11])[C:9]/1=O)C.[ClH:21].[NH2:22]N. The product is [ClH:21].[CH3:11][C:8]1([CH3:12])[C:9]2[NH:22][N:2]=[CH:4][C:5]=2[CH:6]([C:13]2[CH:20]=[CH:19][C:16]([C:17]#[N:18])=[CH:15][CH:14]=2)[CH2:7]1. The catalyst is C(O)C.C(O)(=O)C. The yield is 0.700. (3) The reactants are [CH2:1]([N:5]([S:15]([C:18]1[CH:23]=[CH:22][C:21]([CH3:24])=[CH:20][CH:19]=1)(=[O:17])=[O:16])[C@H:6]([C:12]([OH:14])=[O:13])[CH2:7][CH2:8][CH2:9][CH2:10][NH2:11])[CH:2]([CH3:4])[CH3:3].[O:25]([CH2:32][C:33](Cl)=[O:34])[C:26]1[CH:31]=[CH:30][CH:29]=[CH:28][CH:27]=1. No catalyst specified. The product is [CH2:1]([N:5]([S:15]([C:18]1[CH:23]=[CH:22][C:21]([CH3:24])=[CH:20][CH:19]=1)(=[O:17])=[O:16])[C@H:6]([C:12]([OH:14])=[O:13])[CH2:7][CH2:8][CH2:9][CH2:10][NH:11][C:33](=[O:34])[CH2:32][O:25][C:26]1[CH:31]=[CH:30][CH:29]=[CH:28][CH:27]=1)[CH:2]([CH3:3])[CH3:4]. The yield is 0.770.